From a dataset of NCI-60 drug combinations with 297,098 pairs across 59 cell lines. Regression. Given two drug SMILES strings and cell line genomic features, predict the synergy score measuring deviation from expected non-interaction effect. Drug 1: C1=CC=C(C=C1)NC(=O)CCCCCCC(=O)NO. Drug 2: C1CC(=O)NC(=O)C1N2C(=O)C3=CC=CC=C3C2=O. Cell line: A549. Synergy scores: CSS=-3.55, Synergy_ZIP=1.35, Synergy_Bliss=0.599, Synergy_Loewe=-6.63, Synergy_HSA=-4.31.